Dataset: Full USPTO retrosynthesis dataset with 1.9M reactions from patents (1976-2016). Task: Predict the reactants needed to synthesize the given product. Given the product [C:1]([C:5]1[CH:12]=[CH:11][C:8]([CH2:9][N:22]([CH2:21][CH2:20][NH:19][C:13]2[CH:18]=[CH:17][CH:16]=[CH:15][CH:14]=2)[C:34]([C:32]2[CH:31]=[CH:30][CH:29]=[C:28]3[C:33]=2[NH:25][CH:26]=[CH:27]3)=[O:35])=[CH:7][CH:6]=1)([CH3:4])([CH3:3])[CH3:2], predict the reactants needed to synthesize it. The reactants are: [C:1]([C:5]1[CH:12]=[CH:11][C:8]([CH:9]=O)=[CH:7][CH:6]=1)([CH3:4])([CH3:3])[CH3:2].[C:13]1([NH:19][CH2:20][CH2:21][NH2:22])[CH:18]=[CH:17][CH:16]=[CH:15][CH:14]=1.[BH4-].[Na+].[NH:25]1[C:33]2[C:28](=[CH:29][CH:30]=[CH:31][C:32]=2[C:34](O)=[O:35])[CH:27]=[CH:26]1.CCN=C=NCCCN(C)C.Cl.